From a dataset of Reaction yield outcomes from USPTO patents with 853,638 reactions. Predict the reaction yield, written as a fraction of the theoretical maximum amount of product (1.0 means a 100% yield; for example, 0.34 means a 34% yield). (1) The reactants are [CH3:1][C:2]([CH3:7])([CH3:6])[CH2:3][CH:4]=[O:5].[OH2:8].[C:9]1([CH3:19])[CH:14]=[CH:13][C:12](S(O)(=O)=O)=[CH:11][CH:10]=1. The catalyst is CC(C)=O. The product is [CH3:1][C:2]([CH3:7])([CH3:6])[CH2:3][C:4]([C:12]1[CH:13]=[CH:14][C:9]([CH:19]=[O:8])=[CH:10][CH:11]=1)=[O:5]. The yield is 0.650. (2) The reactants are [O:1]1[CH:5]=[CH:4][CH:3]=[C:2]1[C:6](=[CH2:10])C(O)=O.C(N(CC)CC)C.C1(P([N:32]=[N+:33]=[N-:34])(C2C=CC=CC=2)=O)C=CC=CC=1.[C:35](=O)(O)[O-:36].[Na+]. The catalyst is C1COCC1.C(OCC)(=O)C. The product is [O:1]1[CH:5]=[CH:4][CH:3]=[C:2]1/[CH:6]=[CH:10]/[C:35]([N:32]=[N+:33]=[N-:34])=[O:36]. The yield is 0.590. (3) The reactants are [CH3:1][O:2][C:3](=[O:16])/[CH:4]=[CH:5]/[C:6]1[S:10][C:9]2[CH:11]=[CH:12][CH:13]=[CH:14][C:8]=2[C:7]=1[Cl:15]. The catalyst is C1COCC1.C1C=CC(P(C2C=CC=CC=2)C2C=CC=CC=2)=CC=1.C1C=CC(P(C2C=CC=CC=2)C2C=CC=CC=2)=CC=1.C1C=CC(P(C2C=CC=CC=2)C2C=CC=CC=2)=CC=1.[Cl-].[Rh]. The product is [CH3:1][O:2][C:3](=[O:16])[CH2:4][CH2:5][C:6]1[S:10][C:9]2[CH:11]=[CH:12][CH:13]=[CH:14][C:8]=2[C:7]=1[Cl:15]. The yield is 0.990.